Task: Regression. Given a peptide amino acid sequence and an MHC pseudo amino acid sequence, predict their binding affinity value. This is MHC class I binding data.. Dataset: Peptide-MHC class I binding affinity with 185,985 pairs from IEDB/IMGT The peptide sequence is QAISPRTLNAW. The MHC is HLA-B15:03 with pseudo-sequence HLA-B15:03. The binding affinity (normalized) is 0.106.